This data is from Catalyst prediction with 721,799 reactions and 888 catalyst types from USPTO. The task is: Predict which catalyst facilitates the given reaction. (1) Reactant: [Si:1]([O:8][C@H:9]([CH2:41][O:42][Si:43]([C:46]([CH3:49])([CH3:48])[CH3:47])([CH3:45])[CH3:44])[CH2:10][C@H:11]1[O:15][C@@H:14]([CH2:16][C@H:17]2[O:22][C@@H:21]([CH2:23][CH2:24][CH2:25][OH:26])[CH2:20][C@@H:19]([CH3:27])[C:18]2=[CH2:28])[C@H:13]([CH2:29][S:30]([C:33]2[CH:38]=[CH:37][CH:36]=[CH:35][CH:34]=2)(=[O:32])=[O:31])[C@H:12]1[O:39][CH3:40])([C:4]([CH3:7])([CH3:6])[CH3:5])([CH3:3])[CH3:2].C(N(CC)CC)C.Cl[Si:58]([CH2:63][CH3:64])([CH2:61][CH3:62])[CH2:59][CH3:60]. Product: [CH3:40][O:39][C@@H:12]1[C@@H:13]([CH2:29][S:30]([C:33]2[CH:34]=[CH:35][CH:36]=[CH:37][CH:38]=2)(=[O:31])=[O:32])[C@H:14]([CH2:16][C@@H:17]2[C:18](=[CH2:28])[C@H:19]([CH3:27])[CH2:20][C@H:21]([CH2:23][CH2:24][CH2:25][O:26][Si:58]([CH2:63][CH3:64])([CH2:61][CH3:62])[CH2:59][CH3:60])[O:22]2)[O:15][C@@H:11]1[CH2:10][C@@H:9]([CH2:41][O:42][Si:43]([CH3:45])([CH3:44])[C:46]([CH3:48])([CH3:47])[CH3:49])[O:8][Si:1]([CH3:3])([CH3:2])[C:4]([CH3:7])([CH3:6])[CH3:5]. The catalyst class is: 2. (2) The catalyst class is: 89. Product: [CH3:23][N:21]([CH3:22])[C:20]([C:12]1[CH:11]=[C:10]2[C:15]([CH2:16][CH2:17][NH:8][CH:9]2[CH2:25][C:26]2[CH:31]=[CH:30][C:29]([Cl:32])=[C:28]([Cl:33])[CH:27]=2)=[CH:14][C:13]=1[O:18][CH3:19])=[O:24]. Reactant: C(OC([N:8]1[CH2:17][CH2:16][C:15]2[C:10](=[CH:11][C:12]([C:20](=[O:24])[N:21]([CH3:23])[CH3:22])=[C:13]([O:18][CH3:19])[CH:14]=2)[CH:9]1[CH2:25][C:26]1[CH:31]=[CH:30][C:29]([Cl:32])=[C:28]([Cl:33])[CH:27]=1)=O)(C)(C)C. (3) The catalyst class is: 1. Reactant: [C:1]([O:5][C:6]([N:8]1[C:17]2[C:12](=[CH:13][CH:14]=[CH:15][CH:16]=2)[C:11](=[O:18])[CH2:10][CH2:9]1)=[O:7])([CH3:4])([CH3:3])[CH3:2].[Li+].[CH3:20]C([N-]C(C)C)C.IC. Product: [C:1]([O:5][C:6]([N:8]1[C:17]2[C:12](=[CH:13][CH:14]=[CH:15][CH:16]=2)[C:11](=[O:18])[CH:10]([CH3:20])[CH2:9]1)=[O:7])([CH3:4])([CH3:2])[CH3:3]. (4) The catalyst class is: 14. Product: [Cl:30][C:31]1[C:32]([F:38])=[C:33]([NH:34][C:2]2[C:11]3[C:6](=[CH:7][C:8]([O:22][CH2:23][CH3:24])=[C:9]([CH2:12][CH2:13][CH2:14][OH:15])[CH:10]=3)[N:5]=[CH:4][C:3]=2[C:25]([O:27][CH2:28][CH3:29])=[O:26])[CH:35]=[CH:36][CH:37]=1. Reactant: Cl[C:2]1[C:11]2[C:6](=[CH:7][C:8]([O:22][CH2:23][CH3:24])=[C:9]([CH2:12][CH2:13][CH2:14][O:15]C3CCCCO3)[CH:10]=2)[N:5]=[CH:4][C:3]=1[C:25]([O:27][CH2:28][CH3:29])=[O:26].[Cl:30][C:31]1[C:32]([F:38])=[C:33]([CH:35]=[CH:36][CH:37]=1)[NH2:34]. (5) Reactant: [C:1]([C:4]1[CH:9]=[CH:8][CH:7]=[CH:6][N:5]=1)(=[O:3])[CH3:2].[CH:10](=O)[C:11]1[CH:16]=[CH:15][CH:14]=[CH:13][CH:12]=1.C[O-].[Na+].Cl. Product: [CH:14]1[CH:15]=[CH:16][C:11](/[CH:10]=[CH:2]/[C:1]([C:4]2[N:5]=[CH:6][CH:7]=[CH:8][CH:9]=2)=[O:3])=[CH:12][CH:13]=1. The catalyst class is: 111. (6) Reactant: [Cl:1][C:2]1[CH:23]=[C:22]([C:24]([F:27])([F:26])[F:25])[CH:21]=[CH:20][C:3]=1[CH2:4][N:5]1[C:9]([CH2:10][CH2:11][C:12](OCC)=[O:13])=[CH:8][C:7]([CH:17]([CH3:19])[CH3:18])=[N:6]1.[H-].C([Al+]CC(C)C)C(C)C.CO.[C@H](O)(C([O-])=O)[C@@H](O)C([O-])=O.[Na+].[K+]. Product: [Cl:1][C:2]1[CH:23]=[C:22]([C:24]([F:27])([F:25])[F:26])[CH:21]=[CH:20][C:3]=1[CH2:4][N:5]1[C:9]([CH2:10][CH2:11][CH2:12][OH:13])=[CH:8][C:7]([CH:17]([CH3:18])[CH3:19])=[N:6]1. The catalyst class is: 207. (7) Reactant: [C:1]([C:5]1[CH:9]=[C:8]([NH:10][C:11]2[CH:19]=[C:18](F)[CH:17]=[CH:16][C:12]=2[C:13]([OH:15])=[O:14])[N:7]([C:21]2[CH:26]=[CH:25][CH:24]=[CH:23][C:22]=2[CH3:27])[N:6]=1)([CH3:4])([CH3:3])[CH3:2].[Li][N:29]([CH3:31])[CH3:30]. Product: [C:1]([C:5]1[CH:9]=[C:8]([NH:10][C:11]2[CH:19]=[C:18]([N:29]([CH3:31])[CH3:30])[CH:17]=[CH:16][C:12]=2[C:13]([OH:15])=[O:14])[N:7]([C:21]2[CH:26]=[CH:25][CH:24]=[CH:23][C:22]=2[CH3:27])[N:6]=1)([CH3:4])([CH3:3])[CH3:2]. The catalyst class is: 1.